From a dataset of Forward reaction prediction with 1.9M reactions from USPTO patents (1976-2016). Predict the product of the given reaction. (1) Given the reactants [CH2:1]([O:8][C:9]1[C:18](=[O:19])[N:17]2[C:12]([CH:13]([CH3:20])[O:14][CH2:15][CH2:16]2)=[N:11][C:10]=1[C:21]([OH:23])=O)[C:2]1[CH:7]=[CH:6][CH:5]=[CH:4][CH:3]=1.FC(F)(F)C(O)=O.[NH2:31][CH2:32][C:33]1[CH:42]=[CH:41][C:40]([F:43])=[CH:39][C:34]=1[C:35]([NH:37][CH3:38])=[O:36].C(N(CC)CC)C.F[P-](F)(F)(F)(F)F.N1(O[P+](N2CCCC2)(N2CCCC2)N2CCCC2)C2C=CC=CC=2N=N1, predict the reaction product. The product is: [F:43][C:40]1[CH:41]=[CH:42][C:33]([CH2:32][NH:31][C:21]([C:10]2[N:11]=[C:12]3[N:17]([C:18](=[O:19])[C:9]=2[O:8][CH2:1][C:2]2[CH:3]=[CH:4][CH:5]=[CH:6][CH:7]=2)[CH2:16][CH2:15][O:14][CH:13]3[CH3:20])=[O:23])=[C:34]([C:35](=[O:36])[NH:37][CH3:38])[CH:39]=1. (2) Given the reactants [CH3:1][O:2][C:3](=[O:18])[C:4]([CH3:17])([CH3:16])[CH2:5]/[CH:6]=[N:7]/[CH2:8][C:9]([O:11][C:12]([CH3:15])([CH3:14])[CH3:13])=[O:10].[Cl:19][C:20]1[C:21]([F:38])=[C:22](/[CH:26]=[C:27](/[C:30]2[CH:35]=[CH:34][C:33]([Cl:36])=[CH:32][C:31]=2[F:37])\[C:28]#[N:29])[CH:23]=[CH:24][CH:25]=1.C(N(CC)CC)C.C1CCN2C(=NCCC2)CC1, predict the reaction product. The product is: [C:12]([O:11][C:9]([CH:8]1[CH:26]([C:22]2[CH:23]=[CH:24][CH:25]=[C:20]([Cl:19])[C:21]=2[F:38])[C:27]([C:30]2[CH:35]=[CH:34][C:33]([Cl:36])=[CH:32][C:31]=2[F:37])([C:28]#[N:29])[CH:6]([CH2:5][C:4]([C:3]([O:2][CH3:1])=[O:18])([CH3:17])[CH3:16])[NH:7]1)=[O:10])([CH3:13])([CH3:15])[CH3:14]. (3) Given the reactants O[C:2]1[CH:10]=[C:9]2[C:5]([C:6]([C:17]3[CH:26]=[CH:25][C:24]4[C:19](=[CH:20][CH:21]=[CH:22][CH:23]=4)[CH:18]=3)=[N:7][N:8]2[CH:11]2[CH2:16][CH2:15][CH2:14][CH2:13][O:12]2)=[CH:4][C:3]=1[C:27]#[N:28].C1(P(C2C=CC=CC=2)C2C=CC=CC=2)C=CC=CC=1.[CH3:48][N:49]1[CH2:53][CH2:52][CH2:51][C@@H:50]1[CH2:54][OH:55].CC(OC(/N=N/C(OC(C)C)=O)=O)C, predict the reaction product. The product is: [CH3:48][N:49]1[CH2:53][CH2:52][CH2:51][C@@H:50]1[CH2:54][O:55][C:22]1[CH:23]=[C:24]2[C:19](=[CH:20][CH:21]=1)[CH:18]=[C:17]([C:6]1[C:5]3[C:9](=[CH:10][CH:2]=[C:3]([C:27]#[N:28])[CH:4]=3)[N:8]([CH:11]3[CH2:16][CH2:15][CH2:14][CH2:13][O:12]3)[N:7]=1)[CH:26]=[CH:25]2. (4) Given the reactants [C:1]12([NH:11][C:12]3[S:13][CH:14]([CH2:18][CH2:19][OH:20])[C:15](=[O:17])[N:16]=3)[CH2:10][CH:5]3[CH2:6][CH:7]([CH2:9][CH:3]([CH2:4]3)[CH2:2]1)[CH2:8]2.CC(OI1(OC(C)=O)(OC(C)=O)OC(=O)C2C=CC=CC1=2)=O, predict the reaction product. The product is: [C:1]12([NH:11][C:12]3[S:13][CH:14]([CH2:18][CH:19]=[O:20])[C:15](=[O:17])[N:16]=3)[CH2:2][CH:3]3[CH2:4][CH:5]([CH2:6][CH:7]([CH2:9]3)[CH2:8]1)[CH2:10]2. (5) The product is: [CH3:35][C:36]([CH3:41])([CH3:40])[CH2:37][CH2:38][N:23]1[CH2:24][C@:25]2([C:26](=[O:32])[CH2:27][O:28][C:29](=[O:31])[CH3:30])[C@@H:21]([CH2:20][C@H:7]3[C@H:8]4[C@@:3]([F:2])([C@:16]5([CH3:17])[C:11]([C@@H:10]([F:19])[CH2:9]4)=[CH:12][C:13](=[O:18])[CH:14]=[CH:15]5)[C@@H:4]([OH:34])[CH2:5][C@@:6]32[CH3:33])[CH2:22]1. Given the reactants Cl.[F:2][C@@:3]12[C@:16]3([CH3:17])[C:11](=[CH:12][C:13](=[O:18])[CH:14]=[CH:15]3)[C@@H:10]([F:19])[CH2:9][C@H:8]1[C@@H:7]1[CH2:20][C@@H:21]3[C@:25]([C:26](=[O:32])[CH2:27][O:28][C:29](=[O:31])[CH3:30])([C@@:6]1([CH3:33])[CH2:5][C@@H:4]2[OH:34])[CH2:24][NH:23][CH2:22]3.[CH3:35][C:36]([CH3:41])([CH3:40])[CH2:37][CH:38]=O.C(O)=O, predict the reaction product. (6) Given the reactants [Cl:1][C:2]1[C:11]2[C:6](=[CH:7][C:8]([OH:12])=[CH:9][CH:10]=2)[N:5]=[CH:4][N:3]=1.[CH3:13][O:14][C:15]([C@@H:17]1[CH2:21][C@@H:20](O)[CH2:19][N:18]1[C:23]([O:25][C:26]([CH3:29])([CH3:28])[CH3:27])=[O:24])=[O:16].C1(P(C2C=CC=CC=2)C2C=CC=CC=2)C=CC=CC=1.N(C(OC(C)C)=O)=NC(OC(C)C)=O, predict the reaction product. The product is: [CH3:13][O:14][C:15]([C@@H:17]1[CH2:21][C@H:20]([O:12][C:8]2[CH:7]=[C:6]3[C:11]([C:2]([Cl:1])=[N:3][CH:4]=[N:5]3)=[CH:10][CH:9]=2)[CH2:19][N:18]1[C:23]([O:25][C:26]([CH3:29])([CH3:28])[CH3:27])=[O:24])=[O:16]. (7) The product is: [CH3:24][C:23]([CH3:25])([CH2:27][C:28]1[CH:33]=[CH:32][CH:31]=[CH:30][CH:29]=1)[C:22]#[N:26]. Given the reactants C(NC1CCCCC1)(C)C.C([Li])CCC.CCCCCC.[C:22](#[N:26])[CH:23]([CH3:25])[CH3:24].[CH2:27](Cl)[C:28]1[CH:33]=[CH:32][CH:31]=[CH:30][CH:29]=1, predict the reaction product. (8) Given the reactants Br[C:2]1[CH:3]=[CH:4][C:5]2[C:6]3[CH2:22][N:21]([C:23]([O:25][C:26]([CH3:29])([CH3:28])[CH3:27])=[O:24])[CH2:20][CH2:19][C:7]=3[N:8]([CH2:11][O:12][CH2:13][CH2:14][Si](C)(C)C)[C:9]=2[CH:10]=1.[CH2:30]([O:37][C:38]1[CH:43]=[CH:42][N:41]=[CH:40][CH:39]=1)[C:31]1[CH:36]=[CH:35][CH:34]=[CH:33][CH:32]=1.C([O-])([O-])=[O:45].[K+].[K+], predict the reaction product. The product is: [CH2:30]([O:37][C:38]1[CH:43]=[CH:42][N:41]([C:2]2[CH:3]=[CH:4][C:5]3[C:6]4[CH2:22][N:21]([C:23]([O:25][C:26]([CH3:29])([CH3:28])[CH3:27])=[O:24])[CH2:20][CH2:19][C:7]=4[N:8]([CH2:11][O:12][CH2:13][CH3:14])[C:9]=3[CH:10]=2)[C:40](=[O:45])[CH:39]=1)[C:31]1[CH:32]=[CH:33][CH:34]=[CH:35][CH:36]=1. (9) The product is: [C:1]([O:5][C:6]([N:8]1[CH2:13][CH2:12][CH:11]([O:14][CH2:15][CH:16]2[CH2:17][CH2:18][NH:19][CH2:20][CH2:21]2)[CH2:10][CH2:9]1)=[O:7])([CH3:4])([CH3:2])[CH3:3]. Given the reactants [C:1]([O:5][C:6]([N:8]1[CH2:13][CH2:12][CH:11]([O:14][CH2:15][C:16]2[CH:21]=[CH:20][N:19]=[CH:18][CH:17]=2)[CH2:10][CH2:9]1)=[O:7])([CH3:4])([CH3:3])[CH3:2].CC(O)=O, predict the reaction product.